This data is from Forward reaction prediction with 1.9M reactions from USPTO patents (1976-2016). The task is: Predict the product of the given reaction. (1) The product is: [I:45][CH2:2][CH2:3][CH2:4][C@H:5]([NH:13][C:14]([O:16][C:17]([CH3:20])([CH3:19])[CH3:18])=[O:15])[C:6]([O:8][C:9]([CH3:12])([CH3:11])[CH3:10])=[O:7]. Given the reactants O[CH2:2][CH2:3][CH2:4][C@H:5]([NH:13][C:14]([O:16][C:17]([CH3:20])([CH3:19])[CH3:18])=[O:15])[C:6]([O:8][C:9]([CH3:12])([CH3:11])[CH3:10])=[O:7].C1(P(C2C=CC=CC=2)C2C=CC=CC=2)C=CC=CC=1.N1C=CN=C1.[I:45]I, predict the reaction product. (2) Given the reactants NC(CC1C=CC=CC=1)C.[CH3:11][C@H:12]([NH:20][CH3:21])[CH2:13][C:14]1[CH:15]=[CH:16][CH:17]=[CH:18][CH:19]=1.Cl.CCCCCN1C2C=CC=CC=2C([C:37](C2C=CC=C3C=CC=CC=23)=[O:38])=C1.C[O:50]C1C=C(CCN)C=C(OC)C=1OC.Cl.C[C@H](NC)[C@@H](O)C1C=CC=CC=1, predict the reaction product. The product is: [CH3:11][CH:12]([NH:20][CH3:21])[CH2:13][C:14]1[CH:15]=[CH:16][C:17]2[O:38][CH2:37][O:50][C:18]=2[CH:19]=1. (3) The product is: [CH3:29][C:30]1[CH:35]=[CH:34][CH:33]=[CH:32][C:31]=1[C:2]1[C:3]2[C:7]([CH:8]=[CH:9][CH:10]=1)=[N:6][N:5]1[C:11]([CH:16]3[CH2:17][CH2:18][N:19]([C:22]([O:24][C:25]([CH3:26])([CH3:27])[CH3:28])=[O:23])[CH2:20][CH2:21]3)=[CH:12][C:13](=[O:15])[NH:14][C:4]=21. Given the reactants Br[C:2]1[C:3]2[C:7]([CH:8]=[CH:9][CH:10]=1)=[N:6][N:5]1[C:11]([CH:16]3[CH2:21][CH2:20][N:19]([C:22]([O:24][C:25]([CH3:28])([CH3:27])[CH3:26])=[O:23])[CH2:18][CH2:17]3)=[CH:12][C:13](=[O:15])[NH:14][C:4]=21.[CH3:29][C:30]1[CH:35]=[CH:34][CH:33]=[CH:32][C:31]=1B(O)O.P([O-])([O-])([O-])=O.[K+].[K+].[K+], predict the reaction product. (4) The product is: [CH3:7]/[C:2](=[CH:1]\[O:25][C:19]1[CH:24]=[CH:23][CH:22]=[CH:21][CH:20]=1)/[C:3]([O:5][CH3:6])=[O:4]. Given the reactants [CH3:1][C:2](=[CH:7]OS(C1C=CC(C)=CC=1)(=O)=O)[C:3]([O:5][CH3:6])=[O:4].[C:19]1([OH:25])[CH:24]=[CH:23][CH:22]=[CH:21][CH:20]=1.C(=O)([O-])[O-].[Cs+].[Cs+].O, predict the reaction product. (5) Given the reactants CS([O:5][C:6]1[CH:20]=[CH:19][C:9]2[N:10]([S:15]([CH3:18])(=[O:17])=[O:16])[CH2:11][CH2:12][CH2:13][CH2:14][C:8]=2[CH:7]=1)(=O)=O, predict the reaction product. The product is: [CH3:18][S:15]([N:10]1[CH2:11][CH2:12][CH2:13][CH2:14][C:8]2[CH:7]=[C:6]([OH:5])[CH:20]=[CH:19][C:9]1=2)(=[O:17])=[O:16]. (6) Given the reactants [CH2:1]([O:3][C:4](=[O:22])[CH2:5][CH2:6][CH2:7][O:8][C:9]1[CH:10]=[N:11][C:12]([C:15]2[CH:20]=[CH:19][CH:18]=[C:17]([OH:21])[CH:16]=2)=[CH:13][CH:14]=1)[CH3:2].[H-].[Na+].Br[CH:26]1[CH2:29][CH2:28][CH2:27]1, predict the reaction product. The product is: [CH2:1]([O:3][C:4](=[O:22])[CH2:5][CH2:6][CH2:7][O:8][C:9]1[CH:10]=[N:11][C:12]([C:15]2[CH:20]=[CH:19][CH:18]=[C:17]([O:21][CH:26]3[CH2:29][CH2:28][CH2:27]3)[CH:16]=2)=[CH:13][CH:14]=1)[CH3:2]. (7) Given the reactants [F:1][C:2]1[C:3]([N:9]=[CH:10][N:11]([CH3:13])[CH3:12])=[N:4][C:5]([OH:8])=[N:6][CH:7]=1.C(N(CC)CC)C.Cl[C:22]([O:24][CH2:25][C:26]([CH3:29])([CH3:28])[CH3:27])=[O:23], predict the reaction product. The product is: [CH3:27][C:26]([CH3:29])([CH3:28])[CH2:25][O:24][C:22]([N:6]1[CH:7]=[C:2]([F:1])[C:3]([N:9]=[CH:10][N:11]([CH3:13])[CH3:12])=[N:4][C:5]1=[O:8])=[O:23]. (8) Given the reactants Cl.[C:2]1([CH:8]2[CH2:14][CH2:13][O:12][CH2:11][CH2:10][NH:9]2)[CH:7]=[CH:6][CH:5]=[CH:4][CH:3]=1.Cl[C:16]1[N:21]([CH3:22])[C:20](=[O:23])[CH:19]=[C:18]([C:24]2[CH:29]=[CH:28][N:27]=[CH:26][N:25]=2)[N:17]=1.C(N(CC)CC)C.O, predict the reaction product. The product is: [C:2]1([CH:8]2[CH2:14][CH2:13][O:12][CH2:11][CH2:10][N:9]2[C:16]2[N:21]([CH3:22])[C:20](=[O:23])[CH:19]=[C:18]([C:24]3[CH:29]=[CH:28][N:27]=[CH:26][N:25]=3)[N:17]=2)[CH:3]=[CH:4][CH:5]=[CH:6][CH:7]=1. (9) Given the reactants C([O-])([O-])=O.[K+].[K+].Br[C:8]1[C:9]([NH2:24])=[N:10][CH:11]=[C:12]([C:14]2[CH:19]=[CH:18][C:17]([S:20]([CH3:23])(=[O:22])=[O:21])=[CH:16][CH:15]=2)[CH:13]=1.[NH2:25][C:26]([C:28]1[CH:33]=[CH:32][C:31](B(O)O)=[CH:30][CH:29]=1)=[O:27], predict the reaction product. The product is: [NH2:24][C:9]1[C:8]([C:31]2[CH:32]=[CH:33][C:28]([C:26]([NH2:25])=[O:27])=[CH:29][CH:30]=2)=[CH:13][C:12]([C:14]2[CH:19]=[CH:18][C:17]([S:20]([CH3:23])(=[O:22])=[O:21])=[CH:16][CH:15]=2)=[CH:11][N:10]=1.